Predict the reactants needed to synthesize the given product. From a dataset of Full USPTO retrosynthesis dataset with 1.9M reactions from patents (1976-2016). (1) The reactants are: N#N.[NH:3]1[C:7]2[CH:8]=[CH:9][CH:10]=[CH:11][C:6]=2[N:5]=[C:4]1[C@H:12]([NH2:22])[CH2:13][C:14]1[CH:19]=[CH:18][C:17]([CH2:20][F:21])=[CH:16][CH:15]=1.[C:23](N1C=CN=C1)(N1C=CN=C1)=[O:24].O. Given the product [F:21][CH2:20][C:17]1[CH:18]=[CH:19][C:14]([CH2:13][C@@H:12]2[C:4]3=[N:5][C:6]4[CH:11]=[CH:10][CH:9]=[CH:8][C:7]=4[N:3]3[C:23](=[O:24])[NH:22]2)=[CH:15][CH:16]=1, predict the reactants needed to synthesize it. (2) Given the product [CH3:67][C:37]([NH:40][C:41]([C:43]1[CH:52]=[CH:51][C:50]2[C:45](=[CH:46][CH:47]=[CH:48][CH:49]=2)[C:44]=1[O:53][CH2:54][C:55]1[CH:56]=[N:57][C:58]([O:61][CH2:62][C:63]([F:66])([F:65])[F:64])=[CH:59][CH:60]=1)=[O:42])([CH2:38][CH3:39])[C:36]([OH:68])=[O:35], predict the reactants needed to synthesize it. The reactants are: CC(NC(C1C=CC2C(=CC=CC=2)C=1OCC1C=NC(OCC(F)(F)F)=CC=1)=O)(C)C(O)=O.C[O:35][C:36](=[O:68])[C:37]([CH3:67])([NH:40][C:41]([C:43]1[CH:52]=[CH:51][C:50]2[C:45](=[CH:46][CH:47]=[CH:48][CH:49]=2)[C:44]=1[O:53][CH2:54][C:55]1[CH:56]=[N:57][C:58]([O:61][CH2:62][C:63]([F:66])([F:65])[F:64])=[CH:59][CH:60]=1)=[O:42])[CH2:38][CH3:39]. (3) Given the product [CH3:16][S:17]([C:20]1[CH:25]=[CH:24][C:23]([C:26]2[CH:27]=[C:28]3[CH2:42][C:33]4([CH2:41][C:35]5([CH2:36][CH2:37][N:38]([CH2:6][C:3]6([C:2]([F:1])([F:12])[F:13])[CH2:4][CH2:5]6)[CH2:39][CH2:40]5)[CH2:34]4)[O:32][C:29]3=[CH:30][N:31]=2)=[CH:22][CH:21]=1)(=[O:19])=[O:18], predict the reactants needed to synthesize it. The reactants are: [F:1][C:2]([F:13])([F:12])[C:3]1([CH2:6]OS(C)(=O)=O)[CH2:5][CH2:4]1.[I-].[Na+].[CH3:16][S:17]([C:20]1[CH:25]=[CH:24][C:23]([C:26]2[CH:27]=[C:28]3[CH2:42][C:33]4([CH2:41][C:35]5([CH2:40][CH2:39][NH:38][CH2:37][CH2:36]5)[CH2:34]4)[O:32][C:29]3=[CH:30][N:31]=2)=[CH:22][CH:21]=1)(=[O:19])=[O:18].C([O-])([O-])=O.[K+].[K+]. (4) Given the product [CH3:7][N:8]([CH3:9])[CH2:27][C:28]([N:30]1[C:39]2[C:34](=[CH:35][C:36]([CH3:43])=[C:37]([N+:40]([O-:42])=[O:41])[CH:38]=2)[CH2:33][CH2:32][CH2:31]1)=[O:29], predict the reactants needed to synthesize it. The reactants are: CC1C=C2[C:9](=CC=1[N+]([O-])=O)[NH:8][CH2:7]CC2.C([O-])([O-])=O.[K+].[K+].BrCC(Cl)=O.Br[CH2:27][C:28]([N:30]1[C:39]2[C:34](=[CH:35][C:36]([CH3:43])=[C:37]([N+:40]([O-:42])=[O:41])[CH:38]=2)[CH2:33][CH2:32][CH2:31]1)=[O:29].N(C)C. (5) Given the product [F:1][C:2]1[CH:9]=[C:8]([O:10][CH2:11][CH3:12])[CH:7]=[CH:6][C:3]=1[CH:4]=[N+:18]([C:14]([CH3:17])([CH3:16])[CH3:15])[O-:19], predict the reactants needed to synthesize it. The reactants are: [F:1][C:2]1[CH:9]=[C:8]([OH:10])[CH:7]=[CH:6][C:3]=1[C:4]#N.[CH2:11](I)[CH3:12].[C:14]([NH:18][OH:19])([CH3:17])([CH3:16])[CH3:15].